This data is from Forward reaction prediction with 1.9M reactions from USPTO patents (1976-2016). The task is: Predict the product of the given reaction. (1) Given the reactants [OH:1][C:2]1[CH:3]=[CH:4][C:5]([CH:8]=[O:9])=[N:6][CH:7]=1.C([O-])([O-])=O.[K+].[K+].[CH3:16][N:17]([CH3:21])[CH2:18][CH2:19]Cl.Cl.[OH-].[Na+], predict the reaction product. The product is: [CH3:16][N:17]([CH3:21])[CH2:18][CH2:19][O:1][C:2]1[CH:3]=[CH:4][C:5]([CH:8]=[O:9])=[N:6][CH:7]=1. (2) Given the reactants [C:1]([C:4]1[C:13]([N:14]2[CH2:19][CH2:18][CH:17]([NH:20][S:21]([CH3:24])(=[O:23])=[O:22])[CH2:16][CH2:15]2)=[C:12]2[C:7]([CH:8]=[CH:9][CH:10]=[N:11]2)=[C:6]([Cl:25])[CH:5]=1)(=O)[CH3:2].C([O-])(=O)C.[NH4+].C([BH3-])#[N:32].[Na+].O1CCCC1, predict the reaction product. The product is: [NH2:32][CH:1]([C:4]1[C:13]([N:14]2[CH2:19][CH2:18][CH:17]([NH:20][S:21]([CH3:24])(=[O:23])=[O:22])[CH2:16][CH2:15]2)=[C:12]2[C:7]([CH:8]=[CH:9][CH:10]=[N:11]2)=[C:6]([Cl:25])[CH:5]=1)[CH3:2]. (3) The product is: [OH:18][C:14]1[C:6]2[C:1](=[CH:2][CH:3]=[CH:4][CH:5]=2)[CH:7]=[C:8]([CH3:9])[C:15]=1[C:16]#[N:17]. Given the reactants [C:1]1([CH2:7][C:8](=O)[CH3:9])[CH:6]=[CH:5][CH:4]=[CH:3][CH:2]=1.C(O[C:14](=[O:18])[CH2:15][C:16]#[N:17])C.C(O)(=O)C.C([O-])(=O)C.[NH4+].C(N)(=O)C, predict the reaction product. (4) Given the reactants C(N(C(C)C)C(C)C)C.[NH2:10][C:11]1[CH:12]=[CH:13][C:14]([F:41])=[C:15]([C@:17]23[CH2:25][O:24][C@H:23]([C:26]([F:29])([F:28])[F:27])[C@H:22]2[C:21](=[O:30])[N:20]([CH2:31][CH3:32])[C:19]([NH:33][C:34](=[O:40])[O:35][C:36]([CH3:39])([CH3:38])[CH3:37])=[N:18]3)[CH:16]=1.[F:42][CH:43]([F:53])[C:44]1[N:45]=[CH:46][C:47]([C:50](O)=[O:51])=[N:48][CH:49]=1.F[P-](F)(F)(F)(F)F.N1(O[P+](N2CCCC2)(N2CCCC2)N2CCCC2)C2C=CC=CC=2N=N1, predict the reaction product. The product is: [F:53][CH:43]([F:42])[C:44]1[N:45]=[CH:46][C:47]([C:50]([NH:10][C:11]2[CH:12]=[CH:13][C:14]([F:41])=[C:15]([C@:17]34[CH2:25][O:24][C@H:23]([C:26]([F:29])([F:27])[F:28])[C@H:22]3[C:21](=[O:30])[N:20]([CH2:31][CH3:32])[C:19]([NH:33][C:34](=[O:40])[O:35][C:36]([CH3:37])([CH3:39])[CH3:38])=[N:18]4)[CH:16]=2)=[O:51])=[N:48][CH:49]=1. (5) Given the reactants [CH:1]1([CH2:4][NH:5][CH2:6][CH2:7][C:8]2[CH:13]=[CH:12][C:11]([O:14][CH3:15])=[C:10]([O:16][CH3:17])[CH:9]=2)[CH2:3][CH2:2]1.[Br:18][C:19]1[CH:27]=[N:26][CH:25]=[CH:24][C:20]=1[C:21](O)=[O:22], predict the reaction product. The product is: [Br:18][C:19]1[CH:27]=[N:26][CH:25]=[CH:24][C:20]=1[C:21]([N:5]([CH2:4][CH:1]1[CH2:3][CH2:2]1)[CH2:6][CH2:7][C:8]1[CH:13]=[CH:12][C:11]([O:14][CH3:15])=[C:10]([O:16][CH3:17])[CH:9]=1)=[O:22]. (6) Given the reactants C[O:2][C:3]([C:5]1[C:6]2[C:7](=[O:21])[CH:8]=[C:9]([C:16]([O:18]CC)=[O:17])[NH:10][C:11]=2[C:12]([F:15])=[CH:13][CH:14]=1)=[O:4], predict the reaction product. The product is: [F:15][C:12]1[C:11]2[NH:10][C:9]([C:16]([OH:18])=[O:17])=[CH:8][C:7](=[O:21])[C:6]=2[C:5]([C:3]([OH:4])=[O:2])=[CH:14][CH:13]=1. (7) Given the reactants [C:1]1([S:7][C:8]2[CH:13]=[CH:12][C:11]([C:14](=O)[CH2:15][CH2:16][CH3:17])=[CH:10][CH:9]=2)[CH:6]=[CH:5][CH:4]=[CH:3][CH:2]=1.[Al+3].[Cl-].[Cl-].[Cl-].[BH4-].[Na+], predict the reaction product. The product is: [CH2:14]([C:11]1[CH:12]=[CH:13][C:8]([S:7][C:1]2[CH:6]=[CH:5][CH:4]=[CH:3][CH:2]=2)=[CH:9][CH:10]=1)[CH2:15][CH2:16][CH3:17]. (8) Given the reactants [F:1][C:2]1[CH:3]=[C:4]([CH2:9][C:10]([NH:12][C@H:13]([C:15]([OH:17])=O)[CH3:14])=[O:11])[CH:5]=[C:6]([F:8])[CH:7]=1.Cl.Cl.[CH3:20][O:21][C:22](=[O:31])[C@H:23]([CH2:25][C:26]1[N:30]=[CH:29][NH:28][CH:27]=1)[NH2:24], predict the reaction product. The product is: [CH3:20][O:21][C:22](=[O:31])[C@H:23]([CH2:25][C:26]1[N:30]=[CH:29][NH:28][CH:27]=1)[NH:24][C:15](=[O:17])[C@H:13]([CH3:14])[NH:12][C:10](=[O:11])[CH2:9][C:4]1[CH:5]=[C:6]([F:8])[CH:7]=[C:2]([F:1])[CH:3]=1.